This data is from Reaction yield outcomes from USPTO patents with 853,638 reactions. The task is: Predict the reaction yield, written as a fraction of the theoretical maximum amount of product (1.0 means a 100% yield; for example, 0.34 means a 34% yield). (1) The reactants are [C:1]([C:5]1[CH:6]=[C:7]2[C:12](=[C:13]([F:15])[CH:14]=1)[C:11](=[O:16])[N:10]([C:17]1[C:18]([CH2:51][OH:52])=[C:19]([C:23]3[CH:24]=[C:25]([NH:31][C:32]4[N:37]=[CH:36][C:35]([CH:38]5[CH2:43][CH2:42][N:41](C(OC(C)(C)C)=O)[CH2:40][CH2:39]5)=[CH:34][CH:33]=4)[C:26](=[O:30])[N:27]([CH3:29])[N:28]=3)[CH:20]=[CH:21][CH:22]=1)[N:9]=[CH:8]2)([CH3:4])([CH3:3])[CH3:2]. The catalyst is ClCCl. The product is [C:1]([C:5]1[CH:6]=[C:7]2[C:12](=[C:13]([F:15])[CH:14]=1)[C:11](=[O:16])[N:10]([C:17]1[CH:22]=[CH:21][CH:20]=[C:19]([C:23]3[CH:24]=[C:25]([NH:31][C:32]4[CH:33]=[CH:34][C:35]([CH:38]5[CH2:43][CH2:42][NH:41][CH2:40][CH2:39]5)=[CH:36][N:37]=4)[C:26](=[O:30])[N:27]([CH3:29])[N:28]=3)[C:18]=1[CH2:51][OH:52])[N:9]=[CH:8]2)([CH3:4])([CH3:2])[CH3:3]. The yield is 0.657. (2) The reactants are C(=O)([O-])[O-].[K+].[K+].[C:7]([O:11][C:12]([N:14]1[CH2:19][CH2:18][CH:17]([N:20]2[C:24]3=[N:25][CH:26]=[N:27][C:28](Cl)=[C:23]3[CH:22]=[N:21]2)[CH2:16][CH2:15]1)=[O:13])([CH3:10])([CH3:9])[CH3:8].[F:30][C:31]1[CH:36]=[C:35]([F:37])[C:34]([F:38])=[CH:33][C:32]=1[OH:39].O. The catalyst is CN(C)C=O.C(OCC)C. The product is [C:7]([O:11][C:12]([N:14]1[CH2:19][CH2:18][CH:17]([N:20]2[C:24]3=[N:25][CH:26]=[N:27][C:28]([O:39][C:32]4[CH:33]=[C:34]([F:38])[C:35]([F:37])=[CH:36][C:31]=4[F:30])=[C:23]3[CH:22]=[N:21]2)[CH2:16][CH2:15]1)=[O:13])([CH3:10])([CH3:9])[CH3:8]. The yield is 0.500.